Dataset: NCI-60 drug combinations with 297,098 pairs across 59 cell lines. Task: Regression. Given two drug SMILES strings and cell line genomic features, predict the synergy score measuring deviation from expected non-interaction effect. (1) Drug 1: C1C(C(OC1N2C=NC3=C(N=C(N=C32)Cl)N)CO)O. Drug 2: CNC(=O)C1=NC=CC(=C1)OC2=CC=C(C=C2)NC(=O)NC3=CC(=C(C=C3)Cl)C(F)(F)F. Cell line: MDA-MB-435. Synergy scores: CSS=29.6, Synergy_ZIP=-9.43, Synergy_Bliss=-2.75, Synergy_Loewe=-46.5, Synergy_HSA=-1.56. (2) Drug 1: CC1=C(C(CCC1)(C)C)C=CC(=CC=CC(=CC(=O)O)C)C. Cell line: MOLT-4. Drug 2: CC(C)CN1C=NC2=C1C3=CC=CC=C3N=C2N. Synergy scores: CSS=-1.34, Synergy_ZIP=1.52, Synergy_Bliss=2.01, Synergy_Loewe=1.62, Synergy_HSA=-0.343. (3) Drug 1: C1=CC(=C2C(=C1NCCNCCO)C(=O)C3=C(C=CC(=C3C2=O)O)O)NCCNCCO. Drug 2: CCC(=C(C1=CC=CC=C1)C2=CC=C(C=C2)OCCN(C)C)C3=CC=CC=C3.C(C(=O)O)C(CC(=O)O)(C(=O)O)O. Cell line: UO-31. Synergy scores: CSS=29.9, Synergy_ZIP=-6.24, Synergy_Bliss=-0.880, Synergy_Loewe=-8.17, Synergy_HSA=2.99. (4) Drug 1: CC1=CC=C(C=C1)C2=CC(=NN2C3=CC=C(C=C3)S(=O)(=O)N)C(F)(F)F. Drug 2: C1=CN(C=N1)CC(O)(P(=O)(O)O)P(=O)(O)O. Cell line: MDA-MB-435. Synergy scores: CSS=-2.69, Synergy_ZIP=1.43, Synergy_Bliss=-1.69, Synergy_Loewe=-3.73, Synergy_HSA=-5.15. (5) Drug 1: C1CCC(C1)C(CC#N)N2C=C(C=N2)C3=C4C=CNC4=NC=N3. Drug 2: CCCCCOC(=O)NC1=NC(=O)N(C=C1F)C2C(C(C(O2)C)O)O. Cell line: MOLT-4. Synergy scores: CSS=5.81, Synergy_ZIP=-2.36, Synergy_Bliss=-0.318, Synergy_Loewe=-1.31, Synergy_HSA=-0.550. (6) Drug 1: CC1=C(C(=CC=C1)Cl)NC(=O)C2=CN=C(S2)NC3=CC(=NC(=N3)C)N4CCN(CC4)CCO. Drug 2: C1=CC=C(C(=C1)C(C2=CC=C(C=C2)Cl)C(Cl)Cl)Cl. Cell line: TK-10. Synergy scores: CSS=8.34, Synergy_ZIP=-3.46, Synergy_Bliss=-2.49, Synergy_Loewe=-22.1, Synergy_HSA=-3.57. (7) Drug 1: CC1=C2C(C(=O)C3(C(CC4C(C3C(C(C2(C)C)(CC1OC(=O)C(C(C5=CC=CC=C5)NC(=O)C6=CC=CC=C6)O)O)OC(=O)C7=CC=CC=C7)(CO4)OC(=O)C)O)C)OC(=O)C. Drug 2: C(CN)CNCCSP(=O)(O)O. Cell line: HS 578T. Synergy scores: CSS=62.9, Synergy_ZIP=12.7, Synergy_Bliss=11.7, Synergy_Loewe=-44.4, Synergy_HSA=11.7. (8) Drug 1: CC(C)(C#N)C1=CC(=CC(=C1)CN2C=NC=N2)C(C)(C)C#N. Drug 2: C1CCC(C(C1)N)N.C(=O)(C(=O)[O-])[O-].[Pt+4]. Cell line: SW-620. Synergy scores: CSS=33.2, Synergy_ZIP=2.07, Synergy_Bliss=1.08, Synergy_Loewe=-0.958, Synergy_HSA=0.310. (9) Drug 1: CN1C2=C(C=C(C=C2)N(CCCl)CCCl)N=C1CCCC(=O)O.Cl. Drug 2: COC1=NC(=NC2=C1N=CN2C3C(C(C(O3)CO)O)O)N. Cell line: OVCAR-5. Synergy scores: CSS=24.1, Synergy_ZIP=-1.86, Synergy_Bliss=-2.68, Synergy_Loewe=-31.6, Synergy_HSA=-4.90.